Task: Predict which catalyst facilitates the given reaction.. Dataset: Catalyst prediction with 721,799 reactions and 888 catalyst types from USPTO (1) Reactant: [OH-].[Li+].[CH2:3]([NH:5][C:6](=[O:27])[NH:7][C:8]1[CH:18]=[C:17]([NH:19][CH2:20][C:21]2[CH:22]=[N:23][CH:24]=[CH:25][CH:26]=2)[C:11]([C:12]([O:14]CC)=[O:13])=[CH:10][N:9]=1)[CH3:4].Cl. Product: [CH2:3]([NH:5][C:6](=[O:27])[NH:7][C:8]1[CH:18]=[C:17]([NH:19][CH2:20][C:21]2[CH:22]=[N:23][CH:24]=[CH:25][CH:26]=2)[C:11]([C:12]([OH:14])=[O:13])=[CH:10][N:9]=1)[CH3:4]. The catalyst class is: 315. (2) Reactant: [CH3:1][CH2:2][CH2:3][C@H:4]1[CH2:8][N:7]([CH3:9])[C@H:6]([C:10]([NH:12][C@H:13]([C@@H:25]([Cl:27])[CH3:26])[C@H:14]2[O:19][C@H:18]([S:20][CH3:21])[C@H:17]([OH:22])[C@@H:16]([OH:23])[C@H:15]2[OH:24])=[O:11])[CH2:5]1.Cl.II. Product: [CH3:1][CH2:2][CH2:3][C@H:4]1[CH2:8][N:7]([CH3:9])[C@H:6]([C:10]([NH:12][C@H:13]([C@@H:25]([Cl:27])[CH3:26])[C@H:14]2[O:19][C@H:18]([S:20][CH3:21])[C@H:17]([OH:22])[C@@H:16]([OH:23])[C@H:15]2[OH:24])=[O:11])[CH2:5]1.[CH2-:13][C:14]([CH3:15])=[O:19]. The catalyst class is: 21. (3) Reactant: [C:1]([C:3]1([NH:6][C:7]([C@@H:9]2[CH2:13][C@@H:12]([S:14]([C:17]3[CH:22]=[CH:21][C:20]([F:23])=[CH:19][C:18]=3[Cl:24])(=[O:16])=[O:15])[CH2:11][C@H:10]2[CH2:25][O:26]CC2C=CC(OC)=CC=2)=[O:8])[CH2:5][CH2:4]1)#[N:2].O. Product: [C:1]([C:3]1([NH:6][C:7]([C@@H:9]2[CH2:13][C@@H:12]([S:14]([C:17]3[CH:22]=[CH:21][C:20]([F:23])=[CH:19][C:18]=3[Cl:24])(=[O:15])=[O:16])[CH2:11][C@H:10]2[CH2:25][OH:26])=[O:8])[CH2:5][CH2:4]1)#[N:2]. The catalyst class is: 4.